Regression. Given a peptide amino acid sequence and an MHC pseudo amino acid sequence, predict their binding affinity value. This is MHC class II binding data. From a dataset of Peptide-MHC class II binding affinity with 134,281 pairs from IEDB. (1) The peptide sequence is PIYIVTPTNASHIQS. The MHC is DRB1_0401 with pseudo-sequence DRB1_0401. The binding affinity (normalized) is 0.195. (2) The peptide sequence is SQDLELSWNLNGLQYY. The MHC is DRB1_0802 with pseudo-sequence DRB1_0802. The binding affinity (normalized) is 0.260.